Dataset: CYP2D6 inhibition data for predicting drug metabolism from PubChem BioAssay. Task: Regression/Classification. Given a drug SMILES string, predict its absorption, distribution, metabolism, or excretion properties. Task type varies by dataset: regression for continuous measurements (e.g., permeability, clearance, half-life) or binary classification for categorical outcomes (e.g., BBB penetration, CYP inhibition). Dataset: cyp2d6_veith. (1) The compound is CCCN(CCC)CCCNC(=O)c1cc2cc3ccc(OC)cc3nc2o1. The result is 0 (non-inhibitor). (2) The molecule is COc1ccc(CCNC(=O)COC(=O)c2cnc(C)cn2)cc1. The result is 0 (non-inhibitor).